Dataset: TCR-epitope binding with 47,182 pairs between 192 epitopes and 23,139 TCRs. Task: Binary Classification. Given a T-cell receptor sequence (or CDR3 region) and an epitope sequence, predict whether binding occurs between them. The epitope is RLRAEAQVK. The TCR CDR3 sequence is CASRQSNQPQHF. Result: 1 (the TCR binds to the epitope).